From a dataset of Reaction yield outcomes from USPTO patents with 853,638 reactions. Predict the reaction yield, written as a fraction of the theoretical maximum amount of product (1.0 means a 100% yield; for example, 0.34 means a 34% yield). (1) The reactants are OC(C1N=CC(C2N=C3[N:17]([C@H:22]4[CH2:27][CH2:26][C@H:25]([O:28][CH3:29])[CH2:24][CH2:23]4)C(=O)CNC3=NC=2)=CC=1)(C)C.Br[C:31]1[C:32]([NH:38][CH2:39][C:40]([O:42][CH2:43][CH3:44])=[O:41])=[N:33][CH:34]=[C:35]([Br:37])[N:36]=1.Cl.CO[C@H]1CC[C@H](N)CC1.CCN(C(C)C)C(C)C. The catalyst is [Cl-].[Na+].O.C(OCC)(=O)C.CN1C(=O)CCC1. The product is [Br:37][C:35]1[N:36]=[C:31]([NH:17][C@H:22]2[CH2:27][CH2:26][C@H:25]([O:28][CH3:29])[CH2:24][CH2:23]2)[C:32]([NH:38][CH2:39][C:40]([O:42][CH2:43][CH3:44])=[O:41])=[N:33][CH:34]=1. The yield is 0.410. (2) The product is [Cl:29][C:23]1[CH:22]=[C:21]([C:18]2[CH:19]=[CH:20][N:16]([CH2:15][C@@H:14]([NH:13][C:10]([C:2]3[CH:3]=[C:4]4[CH2:9][CH2:8][CH2:7][CH2:6][N:5]4[N:1]=3)=[O:12])[CH3:30])[N:17]=2)[CH:28]=[CH:27][C:24]=1[C:25]#[N:26]. The reactants are [N:1]1[N:5]2[CH2:6][CH2:7][CH2:8][CH2:9][C:4]2=[CH:3][C:2]=1[C:10]([OH:12])=O.[NH2:13][C@@H:14]([CH3:30])[CH2:15][N:16]1[CH:20]=[CH:19][C:18]([C:21]2[CH:28]=[CH:27][C:24]([C:25]#[N:26])=[C:23]([Cl:29])[CH:22]=2)=[N:17]1. No catalyst specified. The yield is 0.563.